Predict the reaction yield, written as a fraction of the theoretical maximum amount of product (1.0 means a 100% yield; for example, 0.34 means a 34% yield). From a dataset of Reaction yield outcomes from USPTO patents with 853,638 reactions. (1) The reactants are [CH3:1][C:2]1[S:6][C:5]([NH2:7])=[N:4][C:3]=1[C:8]1[CH:13]=[CH:12][CH:11]=[CH:10][CH:9]=1.[H-].[Na+].[Cl:16][C:17]1[CH:25]=[CH:24][C:20]([C:21](Cl)=[O:22])=[CH:19][N:18]=1.C(N(C(C)C)CC)(C)C. The catalyst is O1CCCC1.C(Cl)Cl.CO. The product is [Cl:16][C:17]1[CH:25]=[CH:24][C:20]([C:21]([NH:7][C:5]2[S:6][C:2]([CH3:1])=[C:3]([C:8]3[CH:9]=[CH:10][CH:11]=[CH:12][CH:13]=3)[N:4]=2)=[O:22])=[CH:19][N:18]=1. The yield is 0.290. (2) The reactants are [N+:1]([C:4]1[N:9]=[CH:8][C:7]([C:10]2[CH2:15][CH2:14][N:13](C(OC(C)(C)C)=O)[CH2:12][CH:11]=2)=[CH:6][CH:5]=1)([O-:3])=[O:2]. The catalyst is Cl.O1CCOCC1. The product is [N+:1]([C:4]1[CH:5]=[CH:6][C:7]([C:10]2[CH2:15][CH2:14][NH:13][CH2:12][CH:11]=2)=[CH:8][N:9]=1)([O-:3])=[O:2]. The yield is 0.740. (3) The reactants are [C:1]1([C:11]([CH2:13][CH2:14][CH2:15][CH2:16][CH2:17][CH2:18][C:19]([OH:21])=O)=[O:12])[C:10]2[C:5](=[CH:6][CH:7]=[CH:8][CH:9]=2)[CH:4]=[CH:3][CH:2]=1.[NH2:22][OH:23].Cl. The catalyst is C(N(CC)CC)C. The product is [OH:23][NH:22][C:19](=[O:21])[CH2:18][CH2:17][CH2:16][CH2:15][CH2:14][CH2:13][C:11]([C:1]1[C:10]2[C:5](=[CH:6][CH:7]=[CH:8][CH:9]=2)[CH:4]=[CH:3][CH:2]=1)=[O:12]. The yield is 0.580. (4) The reactants are CC(S([NH:7][C:8]1([C:12]2[S:13][C:14]([C:17]3[CH:22]=[C:21]([NH:23][C:24]4[N:29]=[C:28]([C:30]([F:33])([F:32])[F:31])[CH:27]=[CH:26][N:25]=4)[CH:20]=[C:19]([CH3:34])[CH:18]=3)=[CH:15][N:16]=2)[CH2:11][O:10][CH2:9]1)=O)(C)C.O1CCOCC1. The catalyst is CO.Cl.C(OCC)(=O)C. The product is [NH2:7][C:8]1([C:12]2[S:13][C:14]([C:17]3[CH:22]=[C:21]([NH:23][C:24]4[N:29]=[C:28]([C:30]([F:33])([F:32])[F:31])[CH:27]=[CH:26][N:25]=4)[CH:20]=[C:19]([CH3:34])[CH:18]=3)=[CH:15][N:16]=2)[CH2:9][O:10][CH2:11]1. The yield is 0.535. (5) The yield is 0.720. The product is [F:27][C:28]([F:35])([F:34])[CH:29]([OH:33])[CH2:30][CH2:31][I:25]. The catalyst is ClCCl. The reactants are C1(P(C2C=CC=CC=2)C2C=CC=CC=2)C=CC=CC=1.N1C=CN=C1.[I:25]I.[F:27][C:28]([F:35])([F:34])[CH:29]([OH:33])[CH2:30][CH2:31]O. (6) The yield is 0.700. The reactants are [Cl:1][C:2]1[N:7]=[CH:6][N+:5]([O-])=[C:4]2[CH2:9][CH2:10][C@@H:11]([CH3:12])[C:3]=12.[C:13]([O:16]C(=O)C)(=[O:15])[CH3:14]. No catalyst specified. The product is [C:13]([O:16][CH:9]1[C:4]2[N:5]=[CH:6][N:7]=[C:2]([Cl:1])[C:3]=2[C@H:11]([CH3:12])[CH2:10]1)(=[O:15])[CH3:14]. (7) The reactants are C(O[C:4]([CH3:13])=[CH:5][C:6](=O)[C:7]([O:9][CH2:10][CH3:11])=[O:8])C.[C:14]([CH2:16][C:17]([NH2:19])=[O:18])#[N:15].C(=O)([O-])[O-].[K+].[K+].Cl. The catalyst is CC(C)=O. The product is [C:14]([C:16]1[C:17](=[O:18])[NH:19][C:6]([C:7]([O:9][CH2:10][CH3:11])=[O:8])=[CH:5][C:4]=1[CH3:13])#[N:15]. The yield is 0.657. (8) The reactants are [CH2:1]([N:8]1[C:17]2[CH:18]=[C:19](Cl)[CH:20]=[CH:21][C:16]=2[C:15]2[C:10](=[CH:11][N:12]=[CH:13][CH:14]=2)[C:9]1=[O:23])[C:2]1[CH:7]=[CH:6][CH:5]=[CH:4][CH:3]=1.C(=O)([O-])[O-].[Cs+].[Cs+].[C:30]([NH:37][C@H:38]([CH2:43][OH:44])[CH2:39][CH:40]([CH3:42])[CH3:41])([O:32][C:33]([CH3:36])([CH3:35])[CH3:34])=[O:31]. The catalyst is C1(C)C=CC=CC=1.C([O-])(=O)C.[Pd+2].C([O-])(=O)C. The product is [CH2:1]([N:8]1[C:17]2[CH:18]=[C:19]([O:44][CH2:43][C@@H:38]([NH:37][C:30](=[O:31])[O:32][C:33]([CH3:34])([CH3:36])[CH3:35])[CH2:39][CH:40]([CH3:42])[CH3:41])[CH:20]=[CH:21][C:16]=2[C:15]2[C:10](=[CH:11][N:12]=[CH:13][CH:14]=2)[C:9]1=[O:23])[C:2]1[CH:7]=[CH:6][CH:5]=[CH:4][CH:3]=1. The yield is 0.370. (9) The reactants are I[C:2]1[CH:3]=[N:4][C:5]2[C:10]([CH:11]=1)=[CH:9][CH:8]=[CH:7][C:6]=2[N:12]1[CH2:17][CH2:16][N:15]([CH3:18])[CH2:14][CH2:13]1.BrC1C=NC2C(C=1)=CC=CC=2N1CCN(C)CC1.[Na+].[C:38]1([S:44]([O-:46])=[O:45])[CH:43]=[CH:42][CH:41]=[CH:40][CH:39]=1.C(=O)([O-])O.[Na+]. The catalyst is CN(C)C=O.[Cu]I.CO.ClCCl. The product is [CH3:18][N:15]1[CH2:16][CH2:17][N:12]([C:6]2[CH:7]=[CH:8][CH:9]=[C:10]3[C:5]=2[N:4]=[CH:3][C:2]([S:44]([C:38]2[CH:43]=[CH:42][CH:41]=[CH:40][CH:39]=2)(=[O:46])=[O:45])=[CH:11]3)[CH2:13][CH2:14]1. The yield is 0.0700.